From a dataset of Peptide-MHC class II binding affinity with 134,281 pairs from IEDB. Regression. Given a peptide amino acid sequence and an MHC pseudo amino acid sequence, predict their binding affinity value. This is MHC class II binding data. The peptide sequence is EHGSDEWVAMTKGEG. The MHC is DRB1_0405 with pseudo-sequence DRB1_0405. The binding affinity (normalized) is 0.180.